This data is from Forward reaction prediction with 1.9M reactions from USPTO patents (1976-2016). The task is: Predict the product of the given reaction. Given the reactants [CH3:1][C:2]1[N:7]=[C:6]2[S:8][C:9]3[CH2:14][CH2:13][CH2:12][CH2:11][C:10]=3[C:5]2=[C:4]([C:15]2[CH:16]=[N:17][CH:18]=[CH:19][CH:20]=2)[C:3]=1[CH2:21][C:22]([O:24][CH3:25])=[O:23].[Li+].C[Si]([N-][Si](C)(C)C)(C)C.[CH2:36]1[CH2:40]OC[CH2:37]1.ICCC, predict the reaction product. The product is: [CH3:1][C:2]1[N:7]=[C:6]2[S:8][C:9]3[CH2:14][CH2:13][CH2:12][CH2:11][C:10]=3[C:5]2=[C:4]([C:15]2[CH:16]=[N:17][CH:18]=[CH:19][CH:20]=2)[C:3]=1[CH:21]([CH2:37][CH2:36][CH3:40])[C:22]([O:24][CH3:25])=[O:23].